From a dataset of Rat liver microsome stability data. Regression/Classification. Given a drug SMILES string, predict its absorption, distribution, metabolism, or excretion properties. Task type varies by dataset: regression for continuous measurements (e.g., permeability, clearance, half-life) or binary classification for categorical outcomes (e.g., BBB penetration, CYP inhibition). Dataset: rlm. (1) The compound is CS(=O)(=O)c1ccc(C(CCNC(=O)c2cccnc2)c2ccc(F)cc2)cc1. The result is 1 (stable in rat liver microsomes). (2) The compound is O=C(C1CC(=O)N(c2[nH]nc3ccccc23)C1)N1CCC(c2noc3cc(F)ccc23)CC1. The result is 1 (stable in rat liver microsomes). (3) The molecule is COc1ccc(-c2c(O)ccc3cc(-c4cccc(O)c4)ccc23)cn1. The result is 0 (unstable in rat liver microsomes). (4) The molecule is COc1ccc(C(NC(=O)COc2ccc(NC(C)=O)cc2)c2cc(Cl)c3cccnc3c2O)cc1. The result is 1 (stable in rat liver microsomes). (5) The drug is CC#C[C@@H](Cc1nn[nH]n1)c1ccc(OCc2ccc3sc(F)c(-c4ccccc4C)c3c2)cc1. The result is 1 (stable in rat liver microsomes). (6) The compound is COc1ccc(CCn2c(N)cc(=O)[nH]c2=S)cc1OC. The result is 0 (unstable in rat liver microsomes). (7) The drug is Cc1cc(C)nc(N2CCCC(C(=O)NCCc3ccc(F)cc3)C2)n1. The result is 1 (stable in rat liver microsomes).